This data is from Forward reaction prediction with 1.9M reactions from USPTO patents (1976-2016). The task is: Predict the product of the given reaction. The product is: [CH3:22][C:20]1[CH:19]=[CH:18][N:17]=[C:16]([N:6]2[C:5]3[CH:4]=[C:3]([OH:2])[CH:15]=[CH:14][C:13]=3[C:12]3[C:7]2=[CH:8][CH:9]=[CH:10][CH:11]=3)[CH:21]=1. Given the reactants C[O:2][C:3]1[CH:15]=[CH:14][C:13]2[C:12]3[C:7](=[CH:8][CH:9]=[CH:10][CH:11]=3)[N:6]([C:16]3[CH:21]=[C:20]([CH3:22])[CH:19]=[CH:18][N:17]=3)[C:5]=2[CH:4]=1.Cl.[NH+]1C=CC=CC=1, predict the reaction product.